From a dataset of Experimentally validated miRNA-target interactions with 360,000+ pairs, plus equal number of negative samples. Binary Classification. Given a miRNA mature sequence and a target amino acid sequence, predict their likelihood of interaction. (1) The miRNA is hsa-miR-6872-3p with sequence CCCAUGCCUCCUGCCGCGGUC. The protein sequence of the target gene is MAVPPSAPQPRASFHLRRHTPCPQCSWGMEEKAAASASCREPPGPPRAAAVAYFGISVDPDDILPGALRLIQELRPHWKPEQVRTKRFTDGITNKLVACYVEEDMQDCVLVRVYGERTELLVDRENEVRNFQLLRAHSCAPKLYCTFQNGLCYEYMQGVALEPEHIREPRLFRLIALEMAKIHTIHANGSLPKPILWHKMHNYFTLVKNEINPSLSADVPKVEVLERELAWLKEHLSQLESPVVFCHNDLLCKNIIYDSIKGHVRFIDYEYAGYNYQAFDIGNHFNEFAGVNEVDYCLYP.... Result: 0 (no interaction). (2) The protein sequence of the target gene is MSDFDSNPFADPDLNNPFKDPSVTQVTRNVPPGLDEYNPFSDSRTPPPGGVKMPNVPNTQPAIMKPTEEHPAYTQIAKEHALAQAELLKRQEELERKAAELDRREREMQNLSQHGRKNNWPPLPSNFPVGPCFYQDFSVDIPVEFQKTVKLMYYLWMFHAVTLFLNIFGCLAWFCVDSARAVDFGLSILWFLLFTPCSFVCWYRPLYGAFRSDSSFRFFVFFFVYICQFAVHVLQAAGFHNWGNCGWISSLTGLNQNIPVGIMMIIIAALFTASAVISLVMFKKVHGLYRTTGASFEKAQ.... The miRNA is hsa-miR-6840-3p with sequence GCCCAGGACUUUGUGCGGGGUG. Result: 1 (interaction). (3) The miRNA is hsa-miR-186-5p with sequence CAAAGAAUUCUCCUUUUGGGCU. The protein sequence of the target gene is MAGSGAWKRLKSMLRKDDAPLFLNDTSAFDFSDEAGDEGLSRFNKLRVVVADDGSEAPERPVNGAHPTLQADDDSLLDQDLPLTNSQLSLKVDSCDNCSKQREILKQRKVKARLTIAAVLYLLFMIGELVGGYIANSLAIMTDALHMLTDLSAIILTLLALWLSSKSPTKRFTFGFHRLEVLSAMISVLLVYILMGFLLYEAVQRTIHMNYEINGDIMLITAAVGVAVNVIMGFLLNQSGHRHSHSHSLPSNSPTRGSGCERNHGQDSLAVRAAFVHALGDLVQSVGVLIAAYIIRFKPE.... Result: 1 (interaction). (4) The miRNA is hsa-miR-451a with sequence AAACCGUUACCAUUACUGAGUU. The protein sequence of the target gene is MGLYGQACPSVTSLRMTSELESSLTSMDWLPQLTMRAAIQKSDATQNAHGTGISKKNALLDPNTTLDQEEVQQHKDGKPPYSYASLITFAINSSPKKKMTLSEIYQWICDNFPYYREAGSGWKNSIRHNLSLNKCFLKVPRSKDDPGKGSYWAIDTNPKEDTLPTRPKKRARSVERASTPYSIDSDSLGMECIISGSASPTLAINTVTNKVTLYNADQDGSDSPRSSLNNSLSDQSLASVNLNSVGSVHSYTPVTNHPEPVSQPLTPQQQQQPQYNLPEREKQLLFTEYNFEDLSASFRS.... Result: 0 (no interaction). (5) The miRNA is mmu-miR-1843b-3p with sequence CCGAUCGUUCCCCUCCAUAC. The protein sequence of the target gene is MATQSDMEKEQKHQQDEGQGGLNNETALASGDACGTGNQDPAASVTTVSSQASPSGGAALSSSTAGSSAAAATSAAIFITDEASGLPIIAAVLTERHSDRQDCRSPHEVFGCVVPEGGSQAAVGPQKATGHADEHLAQTKSPGNSRRRKQPCRNQAAPAQKPPGRRLFPEPLPPSSPGFRPSSYPCSGASTSSQATQPGPALLSHASEARPATRSRITLVASALRRRASGPGPVIRGCTAQPGPAFPHRATHLDPARLSPESAPGPARRGRASVPGPARRGCDSAPGPARRGRDSAPVSA.... Result: 0 (no interaction). (6) The miRNA is hsa-miR-4715-3p with sequence GUGCCACCUUAACUGCAGCCAAU. The protein sequence of the target gene is MQEPLLGAEGPDYDTFPEKPPPSPGDRARVGTLQNKRVFLATFAAVLGNFSFGYALVYTSPVIPALERSLDPDLHLTKSQASWFGSVFTLGAAAGGLSAMILNDLLGRKLSIMFSAVPSAAGYALMAGAHGLWMLLLGRTLTGFAGGLTAACIPVYVSEIAPPGVRGALGATPQLMAVFGSLSLYALGLLLPWRWLAVAGEAPVLIMILLLSFMPNSPRFLLSRGRDEEALRALAWLRGTDVDVHWEFEQIQDNVRRQSSRVSWAEARAPHVCRPITVALLMRLLQQLTGITPILVYLQS.... Result: 1 (interaction).